From a dataset of Full USPTO retrosynthesis dataset with 1.9M reactions from patents (1976-2016). Predict the reactants needed to synthesize the given product. (1) Given the product [F:15][C:13]1[CH:12]=[C:11]([N:16]2[C:21](=[O:22])[C:20]3[S:23][CH:24]=[CH:25][C:19]=3[N:18]=[C:17]2[CH:26]([NH:29][C:30]2[N:38]=[CH:37][N:36]=[C:35]3[C:31]=2[N:32]=[CH:33][NH:34]3)[CH2:27][CH3:28])[CH:10]=[C:9]([F:8])[CH:14]=1, predict the reactants needed to synthesize it. The reactants are: FC(F)(F)C(O)=O.[F:8][C:9]1[CH:10]=[C:11]([N:16]2[C:21](=[O:22])[C:20]3[S:23][CH:24]=[CH:25][C:19]=3[N:18]=[C:17]2[CH:26]([NH:29][C:30]2[N:38]=[CH:37][N:36]=[C:35]3[C:31]=2[N:32]=[CH:33][N:34]3C2CCCCO2)[CH2:27][CH3:28])[CH:12]=[C:13]([F:15])[CH:14]=1. (2) Given the product [CH3:12][N:14]1[CH2:18][CH2:17][CH2:16][C@@H:15]1[CH2:19][O:20][C:21]1[CH:22]=[CH:23][C:24]([N:27]2[CH2:28][C:29]3[C:34](=[CH:33][CH:32]=[CH:31][CH:30]=3)[CH2:35]2)=[CH:25][CH:26]=1, predict the reactants needed to synthesize it. The reactants are: [H-].[H-].[H-].[H-].[Li+].[Al+3].C(O[C:12]([N:14]1[CH2:18][CH2:17][CH2:16][C@@H:15]1[CH2:19][O:20][C:21]1[CH:26]=[CH:25][C:24]([N:27]2[C:35](=O)[C:34]3[C:29](=[CH:30][CH:31]=[CH:32][CH:33]=3)[C:28]2=O)=[CH:23][CH:22]=1)=O)(C)(C)C.O.[OH-].[Na+].